Dataset: Merck oncology drug combination screen with 23,052 pairs across 39 cell lines. Task: Regression. Given two drug SMILES strings and cell line genomic features, predict the synergy score measuring deviation from expected non-interaction effect. Drug 1: C=CCn1c(=O)c2cnc(Nc3ccc(N4CCN(C)CC4)cc3)nc2n1-c1cccc(C(C)(C)O)n1. Drug 2: CC(C)CC(NC(=O)C(Cc1ccccc1)NC(=O)c1cnccn1)B(O)O. Cell line: LNCAP. Synergy scores: synergy=-11.6.